Dataset: Full USPTO retrosynthesis dataset with 1.9M reactions from patents (1976-2016). Task: Predict the reactants needed to synthesize the given product. (1) Given the product [CH3:1][O:2][C:3](=[O:22])[C:4]1[CH:9]=[C:8]([Cl:10])[C:7]([O:11][CH3:12])=[CH:6][C:5]=1[O:13][CH2:14][CH:15]1[CH2:21][N:20]([CH2:31][C:32]2[CH:37]=[CH:36][C:35]([F:38])=[CH:34][CH:33]=2)[CH2:19][CH2:18][CH2:17][O:16]1, predict the reactants needed to synthesize it. The reactants are: [CH3:1][O:2][C:3](=[O:22])[C:4]1[CH:9]=[C:8]([Cl:10])[C:7]([O:11][CH3:12])=[CH:6][C:5]=1[O:13][CH2:14][CH:15]1[CH2:21][NH:20][CH2:19][CH2:18][CH2:17][O:16]1.C(N(CC)CC)C.Br[CH2:31][C:32]1[CH:37]=[CH:36][C:35]([F:38])=[CH:34][CH:33]=1. (2) Given the product [C:1]([C:4]1[CH:12]=[CH:11][C:7]([C:8]([OH:10])=[O:9])=[CH:6][CH:5]=1)(=[S:3])[NH2:2].[CH3:40][N:38]([CH3:39])[C:15]([C:32]1[CH:37]=[CH:36][CH:35]=[CH:34][CH:33]=1)([CH2:14][CH3:13])[CH2:16][O:17][C:18](=[O:19])[C:20]1[CH:25]=[C:24]([O:26][CH3:27])[C:23]([O:28][CH3:29])=[C:22]([O:30][CH3:31])[CH:21]=1, predict the reactants needed to synthesize it. The reactants are: [C:1]([C:4]1[CH:12]=[CH:11][C:7]([C:8]([OH:10])=[O:9])=[CH:6][CH:5]=1)(=[S:3])[NH2:2].[CH3:13][CH2:14][C:15]([N:38]([CH3:40])[CH3:39])([C:32]1[CH:33]=[CH:34][CH:35]=[CH:36][CH:37]=1)[CH2:16][O:17][C:18]([C:20]1[CH:21]=[C:22]([O:30][CH3:31])[C:23]([O:28][CH3:29])=[C:24]([O:26][CH3:27])[CH:25]=1)=[O:19].O. (3) Given the product [Cl:15][C:12]1[C:11]2[NH:10][CH:9]([C:16]3[CH:21]=[CH:20][CH:19]=[C:18]([N:22]4[CH2:23][CH2:24][O:25][CH2:26][CH2:27]4)[CH:17]=3)[C:8]([CH3:29])([CH3:28])[CH2:7][C:6]=2[C:5]([C:3]([OH:4])=[O:2])=[CH:14][CH:13]=1, predict the reactants needed to synthesize it. The reactants are: C[O:2][C:3]([C:5]1[C:6]2[CH2:7][C:8]([CH3:29])([CH3:28])[CH:9]([C:16]3[CH:21]=[CH:20][CH:19]=[C:18]([N:22]4[CH2:27][CH2:26][O:25][CH2:24][CH2:23]4)[CH:17]=3)[NH:10][C:11]=2[C:12]([Cl:15])=[CH:13][CH:14]=1)=[O:4].[OH-].[Na+].Cl. (4) Given the product [F:41][CH2:40][CH2:39][O:38][C@H:13]1[CH2:12][NH:11][CH2:15][C@H:14]1[N:16]1[C:24]2[C:19](=[N:20][C:21]([C:26]3[C:27]([O:35][CH3:36])=[N:28][C:29]([CH:32]([CH3:34])[CH3:33])=[CH:30][CH:31]=3)=[C:22]([CH3:25])[CH:23]=2)[C:18]([CH3:37])=[CH:17]1, predict the reactants needed to synthesize it. The reactants are: C(OC([N:11]1[CH2:15][C@@H:14]([N:16]2[C:24]3[C:19](=[N:20][C:21]([C:26]4[C:27]([O:35][CH3:36])=[N:28][C:29]([CH:32]([CH3:34])[CH3:33])=[CH:30][CH:31]=4)=[C:22]([CH3:25])[CH:23]=3)[C:18]([CH3:37])=[CH:17]2)[C@@H:13]([O:38][CH2:39][CH2:40][F:41])[CH2:12]1)=O)C1C=CC=CC=1. (5) Given the product [Br:27][C:28]1[CH:36]=[CH:35][C:31]([C:32]([NH:22][S:19]([C:14]2[CH:15]=[CH:16][CH:17]=[CH:18][C:13]=2[S:23](=[O:25])(=[O:24])[NH2:26])(=[O:21])=[O:20])=[O:33])=[CH:30][C:29]=1[O:37][CH:38]([CH3:40])[CH3:39], predict the reactants needed to synthesize it. The reactants are: Cl.CN(C)CCCN=C=NCC.[C:13]1([S:23]([NH2:26])(=[O:25])=[O:24])[C:14]([S:19]([NH2:22])(=[O:21])=[O:20])=[CH:15][CH:16]=[CH:17][CH:18]=1.[Br:27][C:28]1[CH:36]=[CH:35][C:31]([C:32](O)=[O:33])=[CH:30][C:29]=1[O:37][CH:38]([CH3:40])[CH3:39].O.